Dataset: Reaction yield outcomes from USPTO patents with 853,638 reactions. Task: Predict the reaction yield, written as a fraction of the theoretical maximum amount of product (1.0 means a 100% yield; for example, 0.34 means a 34% yield). (1) The reactants are [CH3:1][S:2]([C:5]1[CH:10]=[CH:9][C:8]([NH:11][C:12]2[C:17]([N+:18]([O-:20])=[O:19])=[C:16]([O:21][CH:22]3[CH2:27][CH2:26][NH:25][CH2:24][CH2:23]3)[N:15]=[CH:14][N:13]=2)=[CH:7][CH:6]=1)(=[O:4])=[O:3].[CH3:28][CH:29]([CH3:33])[CH2:30][CH:31]=O.[BH4-].[Na+]. The catalyst is CO. The product is [CH3:1][S:2]([C:5]1[CH:10]=[CH:9][C:8]([NH:11][C:12]2[C:17]([N+:18]([O-:20])=[O:19])=[C:16]([O:21][CH:22]3[CH2:27][CH2:26][N:25]([CH2:31][CH2:30][CH:29]([CH3:33])[CH3:28])[CH2:24][CH2:23]3)[N:15]=[CH:14][N:13]=2)=[CH:7][CH:6]=1)(=[O:4])=[O:3]. The yield is 0.360. (2) The product is [CH2:28]([N:24]1[CH:23]=[C:22]2[C:26]([CH:27]=[C:19]([C:11]3[CH:10]=[C:9]([C:5]4[CH:6]=[CH:7][CH:8]=[C:3]([CH2:2][NH:1][CH:35]5[CH2:41][CH2:40][CH2:39][CH2:38][CH2:37][CH2:36]5)[CH:4]=4)[N:17]4[C:12]=3[C:13]([NH2:18])=[N:14][CH:15]=[N:16]4)[CH:20]=[CH:21]2)=[N:25]1)[C:29]1[CH:34]=[CH:33][CH:32]=[CH:31][CH:30]=1. No catalyst specified. The reactants are [NH2:1][CH2:2][C:3]1[CH:4]=[C:5]([C:9]2[N:17]3[C:12]([C:13]([NH2:18])=[N:14][CH:15]=[N:16]3)=[C:11]([C:19]3[CH:20]=[CH:21][C:22]4[C:26]([CH:27]=3)=[N:25][N:24]([CH2:28][C:29]3[CH:34]=[CH:33][CH:32]=[CH:31][CH:30]=3)[CH:23]=4)[CH:10]=2)[CH:6]=[CH:7][CH:8]=1.[C:35]1(=O)[CH2:41][CH2:40][CH2:39][CH2:38][CH2:37][CH2:36]1. The yield is 0.560. (3) The reactants are [Cl:1][C:2]1[C:7]([N+:8]([O-])=O)=[CH:6][CH:5]=[CH:4][N:3]=1.[CH:11]([Mg]Br)=[CH2:12]. The catalyst is C1COCC1. The product is [Cl:1][C:2]1[N:3]=[CH:4][CH:5]=[C:6]2[C:7]=1[NH:8][CH:12]=[CH:11]2. The yield is 0.310.